The task is: Predict the product of the given reaction.. This data is from Forward reaction prediction with 1.9M reactions from USPTO patents (1976-2016). (1) Given the reactants Cl[CH2:2][C:3](Cl)=[O:4].[N:6]1[CH:11]=[CH:10][CH:9]=[C:8]([NH2:12])[CH:7]=1.C(N(CC)CC)C.[NH2:20][CH2:21][CH2:22][OH:23], predict the reaction product. The product is: [OH:4][CH2:3][CH2:2][NH:20][CH2:21][C:22]([NH:12][C:8]1[CH:7]=[N:6][CH:11]=[CH:10][CH:9]=1)=[O:23]. (2) Given the reactants Cl[C:2]1[N:3]=[C:4]([N:18]2[CH2:22][CH2:21][C:20]([C:24]([F:27])([F:26])[F:25])([OH:23])[CH2:19]2)[C:5]2[CH2:10][CH2:9][CH:8]([C:11]3[CH:16]=[CH:15][C:14]([F:17])=[CH:13][CH:12]=3)[C:6]=2[N:7]=1.[Cl:28][C:29]1[N:30]=[CH:31][N:32]([C:34]2[CH:40]=[CH:39][C:37]([NH2:38])=[CH:36][C:35]=2[O:41][CH3:42])[CH:33]=1, predict the reaction product. The product is: [Cl:28][C:29]1[N:30]=[CH:31][N:32]([C:34]2[CH:40]=[CH:39][C:37]([NH:38][C:2]3[N:3]=[C:4]([N:18]4[CH2:22][CH2:21][C:20]([C:24]([F:26])([F:27])[F:25])([OH:23])[CH2:19]4)[C:5]4[CH2:10][CH2:9][CH:8]([C:11]5[CH:16]=[CH:15][C:14]([F:17])=[CH:13][CH:12]=5)[C:6]=4[N:7]=3)=[CH:36][C:35]=2[O:41][CH3:42])[CH:33]=1.[C:20]([OH:41])([C:24]([F:27])([F:26])[F:25])=[O:23]. (3) Given the reactants [CH3:1][C:2]1[CH:18]=[CH:17][C:5]([CH2:6][NH:7][C:8]([NH:10][CH:11]2[CH2:15][CH2:14][O:13][C:12]2=[O:16])=[O:9])=[CH:4][CH:3]=1.C[O-].[Na+].C(Cl)Cl.Cl, predict the reaction product. The product is: [OH:13][CH2:14][CH2:15][CH:11]1[NH:10][C:8](=[O:9])[N:7]([CH2:6][C:5]2[CH:17]=[CH:18][C:2]([CH3:1])=[CH:3][CH:4]=2)[C:12]1=[O:16]. (4) Given the reactants [C:1]1([CH:7]([CH3:11])[CH2:8][CH:9]=O)[CH:6]=[CH:5][CH:4]=[CH:3][CH:2]=1.[ClH:12].Cl.[N:14]1([CH2:20][C@@H:21]([C:33]2([OH:39])[CH2:38][CH2:37][CH2:36][CH2:35][CH2:34]2)[C:22]2[CH:27]=[CH:26][CH:25]=[C:24]([O:28][C:29]([F:32])([F:31])[F:30])[CH:23]=2)[CH2:19][CH2:18][NH:17][CH2:16][CH2:15]1, predict the reaction product. The product is: [ClH:12].[ClH:12].[C:1]1([CH:7]([CH3:11])[CH2:8][CH2:9][N:17]2[CH2:18][CH2:19][N:14]([CH2:20][C@@H:21]([C:33]3([OH:39])[CH2:38][CH2:37][CH2:36][CH2:35][CH2:34]3)[C:22]3[CH:27]=[CH:26][CH:25]=[C:24]([O:28][C:29]([F:32])([F:31])[F:30])[CH:23]=3)[CH2:15][CH2:16]2)[CH:6]=[CH:5][CH:4]=[CH:3][CH:2]=1. (5) Given the reactants [CH2:1](O)[CH2:2][O:3][CH2:4][CH2:5][O:6][CH2:7][CH2:8][OH:9].[N-:11]=[N+:12]=[N-:13], predict the reaction product. The product is: [N:11]([CH2:1][CH2:2][O:3][CH2:4][CH2:5][O:6][CH2:7][CH2:8][OH:9])=[N+:12]=[N-:13]. (6) Given the reactants [C:1]([O:5][C:6]([NH:8][C@H:9]([CH2:13][C:14]1[CH:19]=[CH:18][CH:17]=[CH:16][CH:15]=1)[C:10]([OH:12])=[O:11])=[O:7])([CH3:4])([CH3:3])[CH3:2].[OH:20][CH:21]([CH3:25])[C:22](=O)[CH3:23].C(OCC)(=O)C.CCCCCCC.C(OCC)(=O)C, predict the reaction product. The product is: [CH3:23][CH:22]([O:11][C:10](=[O:12])[CH:9]([NH:8][C:6]([O:5][C:1]([CH3:4])([CH3:2])[CH3:3])=[O:7])[CH2:13][C:14]1[CH:15]=[CH:16][CH:17]=[CH:18][CH:19]=1)[C:21](=[O:20])[CH3:25].